Predict the product of the given reaction. From a dataset of Forward reaction prediction with 1.9M reactions from USPTO patents (1976-2016). (1) Given the reactants [CH3:1][O:2][C:3]1[CH:4]=[C:5]2[C:10](=[CH:11][C:12]=1[O:13][CH3:14])[N:9]=[CH:8][CH:7]=[C:6]2[O:15][C:16]1[CH:22]=[CH:21][C:19]([NH2:20])=[CH:18][CH:17]=1.C1(C)C=CC=CC=1.C(N(CC)CC)C.ClC(Cl)(O[C:41](=[O:47])[O:42][C:43](Cl)(Cl)Cl)Cl.[F:49][C:50]1[CH:60]=[CH:59][CH:58]=[CH:57][C:51]=1[O:52][CH2:53][CH2:54]CO, predict the reaction product. The product is: [CH3:1][O:2][C:3]1[CH:4]=[C:5]2[C:10](=[CH:11][C:12]=1[O:13][CH3:14])[N:9]=[CH:8][CH:7]=[C:6]2[O:15][C:16]1[CH:22]=[CH:21][C:19]([NH:20][C:41](=[O:47])[O:42][CH2:43][CH2:54][CH2:53][O:52][C:51]2[CH:57]=[CH:58][CH:59]=[CH:60][C:50]=2[F:49])=[CH:18][CH:17]=1. (2) Given the reactants FC(F)(F)C(O)=O.[N:8]1([CH:13]([CH2:31][CH2:32][CH3:33])[C:14]([C:16]2[CH:30]=[CH:29][C:19]([O:20][CH2:21][C:22]([O:24]C(C)(C)C)=[O:23])=[CH:18][CH:17]=2)=[O:15])[CH2:12][CH2:11][CH2:10][CH2:9]1, predict the reaction product. The product is: [N:8]1([CH:13]([CH2:31][CH2:32][CH3:33])[C:14]([C:16]2[CH:30]=[CH:29][C:19]([O:20][CH2:21][C:22]([OH:24])=[O:23])=[CH:18][CH:17]=2)=[O:15])[CH2:12][CH2:11][CH2:10][CH2:9]1. (3) Given the reactants [CH:1]1([CH2:5][O:6][CH2:7][C:8]2([CH:21]=O)[CH2:13][CH2:12][N:11]([C:14]([O:16][C:17]([CH3:20])([CH3:19])[CH3:18])=[O:15])[CH2:10][CH2:9]2)[CH2:4][CH2:3][CH2:2]1.C(O)(=O)C.[C:27]1([C@@H:33]2[CH2:35][C@H:34]2[NH2:36])[CH:32]=[CH:31][CH:30]=[CH:29][CH:28]=1.C(O[BH-](OC(=O)C)OC(=O)C)(=O)C.[Na+], predict the reaction product. The product is: [CH:1]1([CH2:5][O:6][CH2:7][C:8]2([CH2:21][NH:36][C@@H:34]3[CH2:35][C@H:33]3[C:27]3[CH:32]=[CH:31][CH:30]=[CH:29][CH:28]=3)[CH2:13][CH2:12][N:11]([C:14]([O:16][C:17]([CH3:18])([CH3:19])[CH3:20])=[O:15])[CH2:10][CH2:9]2)[CH2:4][CH2:3][CH2:2]1. (4) Given the reactants Br[C:2]1[CH:3]=[N:4][N:5]([C:9]2[CH:24]=[CH:23][C:12]([C:13]([NH:15][CH2:16][CH:17]3[CH2:22][CH2:21][O:20][CH2:19][CH2:18]3)=[O:14])=[CH:11][N:10]=2)[C:6]=1[O:7][CH3:8].Cl.[CH3:26][N:27]([CH3:43])[C:28]1[CH:33]=[C:32](B2OC(C)(C)C(C)(C)O2)[CH:31]=[CH:30][N:29]=1.C(=O)(O)[O-].[Na+], predict the reaction product. The product is: [CH3:26][N:27]([CH3:43])[C:28]1[CH:33]=[C:32]([C:2]2[CH:3]=[N:4][N:5]([C:9]3[CH:24]=[CH:23][C:12]([C:13]([NH:15][CH2:16][CH:17]4[CH2:22][CH2:21][O:20][CH2:19][CH2:18]4)=[O:14])=[CH:11][N:10]=3)[C:6]=2[O:7][CH3:8])[CH:31]=[CH:30][N:29]=1. (5) Given the reactants [CH3:1][C:2]1([CH3:22])[O:7][C:6](=[O:8])[NH:5][C:4]2[CH:9]=[CH:10][C:11]([C:13]3[CH:14]=[C:15]([CH:18]=[C:19]([F:21])[CH:20]=3)[C:16]#[N:17])=[CH:12][C:3]1=2.[CH2:23]([O:25][CH:26](OCC)[O:27][CH2:28][CH3:29])[CH3:24], predict the reaction product. The product is: [CH2:23]([O:25][CH:26]([O:27][CH2:28][CH3:29])[N:5]1[C:4]2[CH:9]=[CH:10][C:11]([C:13]3[CH:14]=[C:15]([CH:18]=[C:19]([F:21])[CH:20]=3)[C:16]#[N:17])=[CH:12][C:3]=2[C:2]([CH3:22])([CH3:1])[O:7][C:6]1=[O:8])[CH3:24].